From a dataset of Catalyst prediction with 721,799 reactions and 888 catalyst types from USPTO. Predict which catalyst facilitates the given reaction. (1) Reactant: [C:1]1([OH:7])[CH:6]=[CH:5][CH:4]=[CH:3][CH:2]=1.[H-].[Na+].Cl[C:11]1[C:12]2[N:20]=[C:19]([C:21]3[CH:26]=[CH:25][C:24]([F:27])=[CH:23][CH:22]=3)[CH:18]=[CH:17][C:13]=2[N:14]=[CH:15][N:16]=1. Product: [O:7]([C:11]1[C:12]2[N:20]=[C:19]([C:21]3[CH:26]=[CH:25][C:24]([F:27])=[CH:23][CH:22]=3)[CH:18]=[CH:17][C:13]=2[N:14]=[CH:15][N:16]=1)[C:1]1[CH:6]=[CH:5][CH:4]=[CH:3][CH:2]=1. The catalyst class is: 12. (2) Reactant: [F:1][C:2]1[CH:11]=[CH:10][C:5]([C:6]([O:8][CH3:9])=[O:7])=[CH:4][C:3]=1[N+:12]([O-])=O. Product: [NH2:12][C:3]1[CH:4]=[C:5]([CH:10]=[CH:11][C:2]=1[F:1])[C:6]([O:8][CH3:9])=[O:7]. The catalyst class is: 256. (3) Reactant: Br[CH2:2][CH2:3][CH2:4][CH2:5][N:6]([C:10]1[CH:15]=[N:14][C:13]([C:16]2[CH:21]=[CH:20][CH:19]=[CH:18][CH:17]=2)=[C:12]([C:22]2[CH:27]=[CH:26][CH:25]=[CH:24][CH:23]=2)[N:11]=1)[CH:7]([CH3:9])[CH3:8].[C:28]([O:32][CH3:33])(=[O:31])[CH2:29][SH:30].C(=O)([O-])[O-].[K+].[K+].[I-].[K+]. Product: [CH3:33][O:32][C:28](=[O:31])[CH2:29][S:30][CH2:2][CH2:3][CH2:4][CH2:5][N:6]([C:10]1[CH:15]=[N:14][C:13]([C:16]2[CH:21]=[CH:20][CH:19]=[CH:18][CH:17]=2)=[C:12]([C:22]2[CH:27]=[CH:26][CH:25]=[CH:24][CH:23]=2)[N:11]=1)[CH:7]([CH3:9])[CH3:8]. The catalyst class is: 10. (4) Reactant: [OH-].[Li+].O.[CH2:4]([C:10]1[CH:11]=[N:12][C:13]2[C:18]([CH:19]=1)=[CH:17][CH:16]=[CH:15][C:14]=2[C:20]([NH:22][C:23]1[CH:24]=[C:25]([CH:34]=[CH:35][CH:36]=1)[O:26][CH2:27][C:28]([O:30]C(C)C)=[O:29])=[O:21])[CH2:5][CH2:6][CH2:7][CH2:8][CH3:9]. Product: [CH2:4]([C:10]1[CH:11]=[N:12][C:13]2[C:18]([CH:19]=1)=[CH:17][CH:16]=[CH:15][C:14]=2[C:20]([NH:22][C:23]1[CH:24]=[C:25]([CH:34]=[CH:35][CH:36]=1)[O:26][CH2:27][C:28]([OH:30])=[O:29])=[O:21])[CH2:5][CH2:6][CH2:7][CH2:8][CH3:9]. The catalyst class is: 1. (5) Reactant: [Br:1][C:2]1[CH:3]=[C:4]2[C:9](=[C:10]([Br:12])[CH:11]=1)[O:8][CH:7]=[C:6]([CH:13]=O)[C:5]2=[O:15].[CH3:16][O:17][C:18]([C:20]#[C:21][C:22]([O:24][CH3:25])=[O:23])=[O:19].C1(P(C2C=CC=CC=2)C2C=CC=CC=2)C=CC=CC=1.[NH2:45][CH2:46][CH2:47][C:48]1[C:56]2[C:51](=[CH:52][CH:53]=[CH:54][CH:55]=2)[NH:50][CH:49]=1. The catalyst class is: 11. Product: [CH3:16][O:17][C:18]([C:20]1[C:21]2([C:22]([O:24][CH3:25])=[O:23])[N:45]([CH2:46][CH2:47][C:48]3[C:56]4[C:51](=[CH:52][CH:53]=[CH:54][CH:55]=4)[NH:50][C:49]=32)[CH:7]=[C:6]([C:5](=[O:15])[C:4]2[CH:3]=[C:2]([Br:1])[CH:11]=[C:10]([Br:12])[C:9]=2[OH:8])[CH:13]=1)=[O:19].